This data is from Catalyst prediction with 721,799 reactions and 888 catalyst types from USPTO. The task is: Predict which catalyst facilitates the given reaction. (1) Reactant: [CH3:1][S-:2].[Na+].Br[CH2:5][CH2:6][CH2:7][C:8]1[CH:13]=[C:12]([C:14]([O:16][CH3:17])=[O:15])[N:11]=[C:10]([C:18]([O:20][CH3:21])=[O:19])[CH:9]=1.[Cl-].[NH4+]. Product: [CH3:1][S:2][CH2:5][CH2:6][CH2:7][C:8]1[CH:13]=[C:12]([C:14]([O:16][CH3:17])=[O:15])[N:11]=[C:10]([C:18]([O:20][CH3:21])=[O:19])[CH:9]=1. The catalyst class is: 5. (2) Reactant: C([O:8][C:9](=[O:21])[CH2:10][N:11]1[C:15]2[CH:16]=[CH:17][CH:18]=[CH:19][C:14]=2[NH:13][C:12]1=[O:20])C1C=CC=CC=1. Product: [O:20]=[C:12]1[N:11]([CH2:10][C:9]([OH:21])=[O:8])[C:15]2[CH:16]=[CH:17][CH:18]=[CH:19][C:14]=2[NH:13]1. The catalyst class is: 78. (3) Reactant: [Cl:1][C:2]1[C:3](O)=[N:4][C:5]([CH:11]2[CH2:13][CH2:12]2)=[N:6][C:7]=1[C:8]([OH:10])=[O:9].P(Cl)(Cl)([Cl:17])=O. Product: [CH:11]1([C:5]2[N:4]=[C:3]([Cl:17])[C:2]([Cl:1])=[C:7]([C:8]([OH:10])=[O:9])[N:6]=2)[CH2:13][CH2:12]1. The catalyst class is: 6. (4) Reactant: [C:1]1([C:11](Cl)=[O:12])[C:10]2[C:5](=[CH:6][CH:7]=[CH:8][CH:9]=2)[CH:4]=[CH:3][CH:2]=1.Cl.[CH3:15][NH:16][O:17][CH3:18].C(N(C(C)C)CC)(C)C. Product: [CH3:18][O:17][N:16]([CH3:15])[C:11]([C:1]1[C:10]2[C:5](=[CH:6][CH:7]=[CH:8][CH:9]=2)[CH:4]=[CH:3][CH:2]=1)=[O:12]. The catalyst class is: 4. (5) Reactant: [F:1][C:2]([F:15])([F:14])[C:3]1[CH:4]=[C:5]([CH:7]=[CH:8][C:9]=1[C:10]([F:13])([F:12])[F:11])[NH2:6].Br[CH:17]([CH3:23])[C:18]([O:20][CH2:21][CH3:22])=[O:19].N1C(C)=CC=CC=1C. Product: [CH2:21]([O:20][C:18](=[O:19])[CH:17]([NH:6][C:5]1[CH:7]=[CH:8][C:9]([C:10]([F:11])([F:12])[F:13])=[C:3]([C:2]([F:14])([F:15])[F:1])[CH:4]=1)[CH3:23])[CH3:22]. The catalyst class is: 10. (6) Product: [Br:1][C:2]1[C:11]([F:12])=[C:10]2[C:5]([C:6]([N:16]3[CH2:21][CH2:20][N:19]([C:22]([O:24][C:25]([CH3:28])([CH3:27])[CH3:26])=[O:23])[CH2:18][CH2:17]3)=[N:7][C:8]([C:13](=[O:15])[NH2:39])=[N:9]2)=[CH:4][C:3]=1[Cl:29]. Reactant: [Br:1][C:2]1[C:11]([F:12])=[C:10]2[C:5]([C:6]([N:16]3[CH2:21][CH2:20][N:19]([C:22]([O:24][C:25]([CH3:28])([CH3:27])[CH3:26])=[O:23])[CH2:18][CH2:17]3)=[N:7][C:8]([C:13]([OH:15])=O)=[N:9]2)=[CH:4][C:3]=1[Cl:29].[NH4+].[Cl-].F[P-](F)(F)(F)(F)F.[N:39]1(O[P+](N(C)C)(N(C)C)N(C)C)C2C=CC=CC=2N=N1.CCN(C(C)C)C(C)C. The catalyst class is: 85. (7) Reactant: [I:1][C:2]1[CH:3]=[C:4]2[C:8](=[CH:9][CH:10]=1)[NH:7][C:6](=[O:11])[C:5]2=O.[NH:13]([C:15]([C:17]1[CH:26]=[CH:25][C:20]([C:21]([O:23][CH3:24])=[O:22])=[CH:19][CH:18]=1)=[O:16])[NH2:14]. Product: [I:1][C:2]1[CH:3]=[C:4]2[C:8](=[CH:9][CH:10]=1)[NH:7][C:6](=[O:11])[C:5]2=[N:14][NH:13][C:15]([C:17]1[CH:26]=[CH:25][C:20]([C:21]([O:23][CH3:24])=[O:22])=[CH:19][CH:18]=1)=[O:16]. The catalyst class is: 15.